Task: Predict the product of the given reaction.. Dataset: Forward reaction prediction with 1.9M reactions from USPTO patents (1976-2016) (1) Given the reactants [Br:1][C:2]1[CH:7]=[C:6]([CH:8]([CH3:10])[CH3:9])[C:5]([OH:11])=[CH:4][C:3]=1[OH:12].CN(C)[CH:15]=[O:16].[CH2:18](N(C(C)C)C(C)C)C.[CH3:27][O:28][CH2:29]Cl, predict the reaction product. The product is: [Br:1][C:2]1[CH:7]=[C:6]([CH:8]([CH3:10])[CH3:9])[C:5]([O:11][CH2:27][O:28][CH3:29])=[CH:4][C:3]=1[O:12][CH2:18][O:16][CH3:15]. (2) Given the reactants [N+:1]([C:4]1[CH:5]=[C:6]([CH:18]=[CH:19][CH:20]=1)[O:7][C:8]1[CH:9]=[CH:10][C:11]2[CH2:15][O:14][B:13]([OH:16])[C:12]=2[CH:17]=1)([O-])=O.[H][H], predict the reaction product. The product is: [NH2:1][C:4]1[CH:5]=[C:6]([CH:18]=[CH:19][CH:20]=1)[O:7][C:8]1[CH:9]=[CH:10][C:11]2[CH2:15][O:14][B:13]([OH:16])[C:12]=2[CH:17]=1. (3) Given the reactants Br.C([O:5][CH2:6][C:7]1[N:11]([CH2:12][C:13]2[CH:14]=[C:15]([C:21]3[CH:26]=[CH:25][CH:24]=[CH:23][C:22]=3[CH3:27])[C:16]([C:19]#[N:20])=[CH:17][CH:18]=2)[CH:10]=[N:9][CH:8]=1)(=O)C.O.[OH-].[Li+], predict the reaction product. The product is: [OH:5][CH2:6][C:7]1[N:11]([CH2:12][C:13]2[CH:14]=[C:15]([C:21]3[CH:26]=[CH:25][CH:24]=[CH:23][C:22]=3[CH3:27])[C:16]([C:19]#[N:20])=[CH:17][CH:18]=2)[CH:10]=[N:9][CH:8]=1. (4) Given the reactants [NH:1]1[C:9]2[C:4](=[CH:5][CH:6]=[CH:7][CH:8]=2)[C:3]([CH:10]=O)=[CH:2]1.[OH:12][N:13]1[C:21]2[C:16](=[CH:17][CH:18]=[CH:19][CH:20]=2)[CH2:15][C:14]1=[O:22].N1CCCCC1, predict the reaction product. The product is: [OH:12][N:13]1[C:21]2[C:16](=[CH:17][CH:18]=[CH:19][CH:20]=2)[C:15](=[CH:10][C:3]2[C:4]3[C:9](=[CH:8][CH:7]=[CH:6][CH:5]=3)[NH:1][CH:2]=2)[C:14]1=[O:22].